From a dataset of Catalyst prediction with 721,799 reactions and 888 catalyst types from USPTO. Predict which catalyst facilitates the given reaction. Reactant: [CH:1]1([N:4]([CH2:29][C:30]2[CH:35]=[C:34]([CH2:36][CH2:37][CH2:38][O:39][CH3:40])[CH:33]=[C:32]([O:41][CH2:42][CH2:43][O:44][CH3:45])[CH:31]=2)[C:5]([C@@H:7]2[C@@:12]([OH:21])([C:13]3[CH:18]=[CH:17][CH:16]=[C:15]([O:19][CH3:20])[CH:14]=3)[CH2:11][CH2:10][N:9](C(OC(C)(C)C)=O)[CH2:8]2)=[O:6])[CH2:3][CH2:2]1.Cl. Product: [CH:1]1([N:4]([CH2:29][C:30]2[CH:35]=[C:34]([CH2:36][CH2:37][CH2:38][O:39][CH3:40])[CH:33]=[C:32]([O:41][CH2:42][CH2:43][O:44][CH3:45])[CH:31]=2)[C:5]([CH:7]2[C:12]([OH:21])([C:13]3[CH:18]=[CH:17][CH:16]=[C:15]([O:19][CH3:20])[CH:14]=3)[CH2:11][CH2:10][NH:9][CH2:8]2)=[O:6])[CH2:3][CH2:2]1. The catalyst class is: 2.